Predict the reactants needed to synthesize the given product. From a dataset of Full USPTO retrosynthesis dataset with 1.9M reactions from patents (1976-2016). Given the product [Cl:33][C:8]1[CH:9]=[C:10]([CH:27]=[C:28]([C:29]([F:32])([F:31])[F:30])[C:7]=1[CH2:6][N:4]1[CH2:5][CH:2]([NH:1][S:36](=[O:38])(=[O:37])[NH:35][CH3:34])[CH2:3]1)[C:11]([NH:13][CH2:14][C:15]1[CH:20]=[C:19]([Cl:21])[CH:18]=[CH:17][C:16]=1[S:22]([CH2:25][CH3:26])(=[O:24])=[O:23])=[O:12], predict the reactants needed to synthesize it. The reactants are: [NH2:1][CH:2]1[CH2:5][N:4]([CH2:6][C:7]2[C:28]([C:29]([F:32])([F:31])[F:30])=[CH:27][C:10]([C:11]([NH:13][CH2:14][C:15]3[CH:20]=[C:19]([Cl:21])[CH:18]=[CH:17][C:16]=3[S:22]([CH2:25][CH3:26])(=[O:24])=[O:23])=[O:12])=[CH:9][C:8]=2[Cl:33])[CH2:3]1.[CH3:34][NH:35][S:36](N1CCOC1=O)(=[O:38])=[O:37].O.C(OCC)(=O)C.